From a dataset of Catalyst prediction with 721,799 reactions and 888 catalyst types from USPTO. Predict which catalyst facilitates the given reaction. Reactant: [F:1][C:2]([F:32])([F:31])[C:3]1[CH:4]=[C:5]([N:13]([C:15](SC)=[C:16]([S:19]([C:22]2[CH:27]=[CH:26][C:25]([Cl:28])=[CH:24][CH:23]=2)(=[O:21])=[O:20])[C:17]#[N:18])[CH3:14])[CH:6]=[C:7]([C:9]([F:12])([F:11])[F:10])[CH:8]=1.[CH3:33][CH:34]([NH2:39])[C:35]([CH3:38])([CH3:37])[CH3:36].C(N(CC)CC)C. Product: [F:32][C:2]([F:1])([F:31])[C:3]1[CH:4]=[C:5]([N:13]([C:15]([NH:39][CH:34]([CH3:33])[C:35]([CH3:38])([CH3:37])[CH3:36])=[C:16]([S:19]([C:22]2[CH:27]=[CH:26][C:25]([Cl:28])=[CH:24][CH:23]=2)(=[O:21])=[O:20])[C:17]#[N:18])[CH3:14])[CH:6]=[C:7]([C:9]([F:11])([F:10])[F:12])[CH:8]=1. The catalyst class is: 10.